Dataset: Catalyst prediction with 721,799 reactions and 888 catalyst types from USPTO. Task: Predict which catalyst facilitates the given reaction. Reactant: [Si:1]([O:8][C@H:9]1[C@H:13]([CH2:14][CH3:15])[NH:12][C:11](=[O:16])[CH2:10]1)([C:4]([CH3:7])([CH3:6])[CH3:5])([CH3:3])[CH3:2].Br[C:18]1[CH:25]=[CH:24][C:21]([C:22]#[N:23])=[C:20]([O:26][CH3:27])[CH:19]=1.C(=O)([O-])[O-].[Cs+].[Cs+].C1(P(C2C=CC=CC=2)C2C3OC4C(=CC=CC=4P(C4C=CC=CC=4)C4C=CC=CC=4)C(C)(C)C=3C=CC=2)C=CC=CC=1. Product: [Si:1]([O:8][C@@H:9]1[CH2:10][C:11](=[O:16])[N:12]([C:18]2[CH:25]=[CH:24][C:21]([C:22]#[N:23])=[C:20]([O:26][CH3:27])[CH:19]=2)[C@H:13]1[CH2:14][CH3:15])([C:4]([CH3:7])([CH3:6])[CH3:5])([CH3:3])[CH3:2]. The catalyst class is: 110.